Dataset: Forward reaction prediction with 1.9M reactions from USPTO patents (1976-2016). Task: Predict the product of the given reaction. (1) Given the reactants [S:1]1[CH:5]=[C:4]([C:6]2[O:7][C:8]3[C:9](=[C:11]([C:15]([OH:17])=O)[CH:12]=[CH:13][CH:14]=3)[N:10]=2)[N:3]=[CH:2]1.[ClH:18].C(N=C=NCCCN(C)C)C.ON1C2C=CC=CC=2N=N1.Cl.Cl.[NH2:42][C@H:43]1[CH:48]2[CH2:49][CH2:50][N:45]([CH2:46][CH2:47]2)[CH2:44]1.C(N(CC)CC)C, predict the reaction product. The product is: [ClH:18].[N:45]12[CH2:50][CH2:49][CH:48]([CH2:47][CH2:46]1)[C@H:43]([NH:42][C:15]([C:11]1[CH:12]=[CH:13][CH:14]=[C:8]3[O:7][C:6]([C:4]4[N:3]=[CH:2][S:1][CH:5]=4)=[N:10][C:9]=13)=[O:17])[CH2:44]2. (2) Given the reactants [CH3:1][N:2]1[CH:6]=[CH:5][N:4]=[C:3]1[CH2:7][O:8][C:9]1[CH:14]=[CH:13][CH:12]=[CH:11][C:10]=1[N+:15]([O-])=O, predict the reaction product. The product is: [CH3:1][N:2]1[CH:6]=[CH:5][N:4]=[C:3]1[CH2:7][O:8][C:9]1[CH:14]=[CH:13][CH:12]=[CH:11][C:10]=1[NH2:15].